Dataset: Catalyst prediction with 721,799 reactions and 888 catalyst types from USPTO. Task: Predict which catalyst facilitates the given reaction. The catalyst class is: 1. Reactant: [Cl:1][C:2]1[N:10]=[C:9]2[C:5]([NH:6][CH:7]=[N:8]2)=[C:4]([Cl:11])[N:3]=1.CC1C=CC(S(O)(=O)=O)=CC=1.[O:23]1[CH:28]=[CH:27][CH2:26][CH2:25][CH2:24]1.[NH4+].[OH-]. Product: [Cl:1][C:2]1[N:10]=[C:9]2[C:5]([N:6]=[CH:7][N:8]2[CH:24]2[CH2:25][CH2:26][CH2:27][CH2:28][O:23]2)=[C:4]([Cl:11])[N:3]=1.